Dataset: Forward reaction prediction with 1.9M reactions from USPTO patents (1976-2016). Task: Predict the product of the given reaction. (1) The product is: [CH2:15]([O:14][C:12](=[O:13])[NH:11][C@H:4]([CH2:3][OH:2])[CH2:5][CH2:6][C:7]([F:10])([F:9])[F:8])[C:16]1[CH:21]=[CH:20][CH:19]=[CH:18][CH:17]=1. Given the reactants C[O:2][C:3](=O)[C@@H:4]([NH:11][C:12]([O:14][CH2:15][C:16]1[CH:21]=[CH:20][CH:19]=[CH:18][CH:17]=1)=[O:13])[CH2:5][CH2:6][C:7]([F:10])([F:9])[F:8].[Li+].[BH4-], predict the reaction product. (2) Given the reactants Br[C:2]1[CH:3]=[C:4]([C:7]([C:9]2[C:10]([NH:15][C@H:16]3[CH2:20][C@H:19]([O:21][Si:22]([CH:29]([CH3:31])[CH3:30])([CH:26]([CH3:28])[CH3:27])[CH:23]([CH3:25])[CH3:24])[C@@H:18]([CH2:32][O:33][Si:34]([C:37]([CH3:40])([CH3:39])[CH3:38])([CH3:36])[CH3:35])[CH2:17]3)=[N:11][CH:12]=[N:13][CH:14]=2)=[O:8])[S:5][CH:6]=1.[B:41]1([B:41]2[O:45][C:44]([CH3:47])([CH3:46])[C:43]([CH3:49])([CH3:48])[O:42]2)[O:45][C:44]([CH3:47])([CH3:46])[C:43]([CH3:49])([CH3:48])[O:42]1.C([O-])(=O)C.[K+], predict the reaction product. The product is: [Si:34]([O:33][CH2:32][C@@H:18]1[C@@H:19]([O:21][Si:22]([CH:26]([CH3:28])[CH3:27])([CH:29]([CH3:31])[CH3:30])[CH:23]([CH3:24])[CH3:25])[CH2:20][C@H:16]([NH:15][C:10]2[C:9]([C:7]([C:4]3[S:5][CH:6]=[C:2]([B:41]4[O:45][C:44]([CH3:47])([CH3:46])[C:43]([CH3:49])([CH3:48])[O:42]4)[CH:3]=3)=[O:8])=[CH:14][N:13]=[CH:12][N:11]=2)[CH2:17]1)([C:37]([CH3:39])([CH3:38])[CH3:40])([CH3:35])[CH3:36]. (3) Given the reactants N[C:2]1[C:12]([Cl:13])=[C:11]([CH:14]=[O:15])[C:10]([CH2:16][CH3:17])=[CH:9][C:3]=1[C:4]([O:6][CH2:7][CH3:8])=[O:5].C(OC(=O)C1C=CC(C=O)=C(C(F)(F)F)C=1)C, predict the reaction product. The product is: [Cl:13][C:12]1[CH:2]=[C:3]([CH:9]=[C:10]([CH2:16][CH3:17])[C:11]=1[CH:14]=[O:15])[C:4]([O:6][CH2:7][CH3:8])=[O:5]. (4) Given the reactants [Br:1][C:2]1[CH:8]=[C:7]([N+:9]([O-])=O)[C:5]([NH2:6])=[C:4]([CH3:12])[CH:3]=1.[Cl-].[Cl-].[Ca+2], predict the reaction product. The product is: [Br:1][C:2]1[CH:8]=[C:7]([NH2:9])[C:5]([NH2:6])=[C:4]([CH3:12])[CH:3]=1.